From a dataset of Forward reaction prediction with 1.9M reactions from USPTO patents (1976-2016). Predict the product of the given reaction. Given the reactants [OH:1][CH2:2][CH2:3][NH:4][C:5]1[CH:12]=[CH:11][C:8]([C:9]#[N:10])=[CH:7][C:6]=1[N+:13]([O-])=O.O.O.[Sn](Cl)(Cl)(Cl)Cl, predict the reaction product. The product is: [NH2:13][C:6]1[CH:7]=[C:8]([CH:11]=[CH:12][C:5]=1[NH:4][CH2:3][CH2:2][OH:1])[C:9]#[N:10].